Dataset: Forward reaction prediction with 1.9M reactions from USPTO patents (1976-2016). Task: Predict the product of the given reaction. (1) Given the reactants [NH2:1][C:2]1[N:7]=[C:6]([C:8]2[CH:13]=[CH:12][CH:11]=[CH:10][CH:9]=2)[N:5]=[C:4]([NH:14][CH2:15][CH2:16][NH:17][C:18](=[O:20])[CH3:19])[CH:3]=1.C(N(CC)CC)C.[Br:28][CH2:29][C:30](Br)=[O:31], predict the reaction product. The product is: [C:18]([NH:17][CH2:16][CH2:15][NH:14][C:4]1[N:5]=[C:6]([C:8]2[CH:13]=[CH:12][CH:11]=[CH:10][CH:9]=2)[N:7]=[C:2]([NH:1][C:30](=[O:31])[CH2:29][Br:28])[CH:3]=1)(=[O:20])[CH3:19]. (2) Given the reactants [CH3:1][O:2][C:3]1[CH:4]=[C:5]([C:11]([CH:19]([CH3:21])[CH3:20])([CH2:14][CH2:15][CH2:16][NH:17][CH3:18])[C:12]#[N:13])[CH:6]=[CH:7][C:8]=1[O:9][CH3:10].[C:22]1([CH3:49])[CH:27]=[CH:26][C:25]([C:28]([C@:30]([C:46]([OH:48])=[O:47])([OH:45])[C@:31]([C:36]([C:38]2[CH:43]=[CH:42][C:41]([CH3:44])=[CH:40][CH:39]=2)=[O:37])([OH:35])[C:32]([OH:34])=[O:33])=[O:29])=[CH:24][CH:23]=1.C1(C)C=CC(C([C@@](C(O)=O)(O)[C@@](C(C2C=CC(C)=CC=2)=O)(O)C(O)=O)=O)=CC=1, predict the reaction product. The product is: [C:22]1([CH3:49])[CH:27]=[CH:26][C:25]([C:28]([C@@:30]([C:46]([OH:48])=[O:47])([OH:45])[C@@:31]([C:36]([C:38]2[CH:39]=[CH:40][C:41]([CH3:44])=[CH:42][CH:43]=2)=[O:37])([OH:35])[C:32]([OH:34])=[O:33])=[O:29])=[CH:24][CH:23]=1.[CH3:1][O:2][C:3]1[CH:4]=[C:5]([C@:11]([CH:19]([CH3:21])[CH3:20])([CH2:14][CH2:15][CH2:16][NH:17][CH3:18])[C:12]#[N:13])[CH:6]=[CH:7][C:8]=1[O:9][CH3:10]. (3) Given the reactants [OH-].[Li+].C([O:5][C:6](=[O:31])[C:7]1[CH:12]=[CH:11][C:10]([C:13]2[CH2:17][C:16]([C:22]3[CH:27]=[C:26]([Cl:28])[CH:25]=[C:24]([Cl:29])[CH:23]=3)([C:18]([F:21])([F:20])[F:19])[O:15][N:14]=2)=[CH:9][C:8]=1[CH3:30])C.Cl, predict the reaction product. The product is: [Cl:29][C:24]1[CH:23]=[C:22]([C:16]2([C:18]([F:20])([F:19])[F:21])[O:15][N:14]=[C:13]([C:10]3[CH:11]=[CH:12][C:7]([C:6]([OH:31])=[O:5])=[C:8]([CH3:30])[CH:9]=3)[CH2:17]2)[CH:27]=[C:26]([Cl:28])[CH:25]=1. (4) The product is: [CH:1]1([N:7]2[C:12](=[O:13])[C:11]([C:31]([NH:38][CH2:47][C:48]([OH:50])=[O:49])=[O:58])=[C:10]([OH:14])[N:9]=[C:8]2[C:15]2[CH:16]=[CH:17][CH:18]=[CH:19][CH:20]=2)[CH2:6][CH2:5][CH2:4][CH2:3][CH2:2]1. Given the reactants [CH:1]1([N:7]2[C:12](=[O:13])[CH:11]=[C:10]([OH:14])[N:9]=[C:8]2[C:15]2[CH:20]=[CH:19][CH:18]=[CH:17][CH:16]=2)[CH2:6][CH2:5][CH2:4][CH2:3][CH2:2]1.[Cl-].C[Al+]C.CCCCCC.[C:31](#[N:38])C1C=CC=CC=1.C1(N)CCCCC1.C(OCC)(=O)[CH2:47][C:48]([O:50]CC)=[O:49].C[O-:58].[Na+], predict the reaction product. (5) Given the reactants [O:1]([C:8]1[CH:13]=[CH:12][CH:11]=[CH:10][C:9]=1[NH:14][S:15]([C:18]1[CH:26]=[CH:25][C:21]([C:22](O)=[O:23])=[CH:20][CH:19]=1)(=[O:17])=[O:16])[C:2]1[CH:7]=[CH:6][CH:5]=[CH:4][CH:3]=1.[CH3:27][O:28][C:29](=[O:40])[C@H:30]([CH2:32][C:33]1[CH:38]=[CH:37][C:36]([OH:39])=[CH:35][CH:34]=1)[NH2:31], predict the reaction product. The product is: [CH3:27][O:28][C:29](=[O:40])[C@@H:30]([NH:31][C:22](=[O:23])[C:21]1[CH:20]=[CH:19][C:18]([S:15](=[O:16])(=[O:17])[NH:14][C:9]2[CH:10]=[CH:11][CH:12]=[CH:13][C:8]=2[O:1][C:2]2[CH:7]=[CH:6][CH:5]=[CH:4][CH:3]=2)=[CH:26][CH:25]=1)[CH2:32][C:33]1[CH:34]=[CH:35][C:36]([OH:39])=[CH:37][CH:38]=1. (6) Given the reactants [Br:1][C:2]1[C:3]([C:9]#[N:10])=[N:4][CH:5]=[C:6](Br)[CH:7]=1.[Cl-].[Cl:12][C:13]1[CH:20]=[CH:19][CH:18]=[C:17]([Cl:21])[C:14]=1[CH2:15][Zn+], predict the reaction product. The product is: [Br:1][C:2]1[C:3]([C:9]#[N:10])=[N:4][CH:5]=[C:6]([CH2:15][C:14]2[C:13]([Cl:12])=[CH:20][CH:19]=[CH:18][C:17]=2[Cl:21])[CH:7]=1. (7) Given the reactants OC[CH2:3][CH2:4][C@@H:5]1[C@:22]2([CH3:23])[C@H:8]([C@H:9]3[C@H:19]([CH2:20][CH2:21]2)[C@:17]2([CH3:18])[C:12](=[CH:13][C:14](=[O:24])[CH2:15][CH2:16]2)[CH2:11][CH2:10]3)[CH2:7][CH2:6]1.N1C=CN=[CH:26]1.[CH:30]([Si:33](Cl)([CH:37]([CH3:39])[CH3:38])[CH:34]([CH3:36])[CH3:35])([CH3:32])[CH3:31].[OH2:41], predict the reaction product. The product is: [CH:30]([Si:33]([CH:37]([CH3:39])[CH3:38])([CH:34]([CH3:36])[CH3:35])[O:41][CH2:3][C@H:4]([C@@H:5]1[C@:22]2([CH3:23])[C@H:8]([C@H:9]3[C@H:19]([CH2:20][CH2:21]2)[C@:17]2([CH3:18])[C:12](=[CH:13][C:14](=[O:24])[CH2:15][CH2:16]2)[CH2:11][CH2:10]3)[CH2:7][CH2:6]1)[CH3:26])([CH3:32])[CH3:31].